From a dataset of NCI-60 drug combinations with 297,098 pairs across 59 cell lines. Regression. Given two drug SMILES strings and cell line genomic features, predict the synergy score measuring deviation from expected non-interaction effect. (1) Drug 1: C1=CC(=CC=C1CCCC(=O)O)N(CCCl)CCCl. Drug 2: CC1=C2C(C(=O)C3(C(CC4C(C3C(C(C2(C)C)(CC1OC(=O)C(C(C5=CC=CC=C5)NC(=O)C6=CC=CC=C6)O)O)OC(=O)C7=CC=CC=C7)(CO4)OC(=O)C)O)C)OC(=O)C. Cell line: SR. Synergy scores: CSS=45.9, Synergy_ZIP=-9.30, Synergy_Bliss=-17.4, Synergy_Loewe=-16.6, Synergy_HSA=-14.0. (2) Cell line: SR. Drug 1: CNC(=O)C1=CC=CC=C1SC2=CC3=C(C=C2)C(=NN3)C=CC4=CC=CC=N4. Drug 2: CCN(CC)CCCC(C)NC1=C2C=C(C=CC2=NC3=C1C=CC(=C3)Cl)OC. Synergy scores: CSS=84.3, Synergy_ZIP=-1.60, Synergy_Bliss=-3.17, Synergy_Loewe=-4.23, Synergy_HSA=-1.82.